The task is: Predict which catalyst facilitates the given reaction.. This data is from Catalyst prediction with 721,799 reactions and 888 catalyst types from USPTO. Reactant: [CH3:1][O:2][C:3]1[C:8]([NH:9][C:10]([C:12]2[N:13]=[C:14]([O:17][C:18]3[CH:19]=[C:20]4[C:24](=[CH:25][C:26]=3[O:27][CH3:28])[CH2:23][CH2:22][C:21]4([CH3:30])[CH3:29])[S:15][CH:16]=2)=[O:11])=[C:7]([O:31][CH3:32])[N:6]=[C:5]([NH:33][CH2:34][CH2:35][N:36]([CH:44]([CH3:46])[CH3:45])C(=O)OC(C)(C)C)[N:4]=1. Product: [CH:44]([NH:36][CH2:35][CH2:34][NH:33][C:5]1[N:4]=[C:3]([O:2][CH3:1])[C:8]([NH:9][C:10]([C:12]2[N:13]=[C:14]([O:17][C:18]3[CH:19]=[C:20]4[C:24](=[CH:25][C:26]=3[O:27][CH3:28])[CH2:23][CH2:22][C:21]4([CH3:30])[CH3:29])[S:15][CH:16]=2)=[O:11])=[C:7]([O:31][CH3:32])[N:6]=1)([CH3:46])[CH3:45]. The catalyst class is: 138.